This data is from Forward reaction prediction with 1.9M reactions from USPTO patents (1976-2016). The task is: Predict the product of the given reaction. (1) Given the reactants [Cl:1][C:2]1[CH:3]=[CH:4][CH:5]=[C:6]2[C:11]=1[N:10]=[N:9][C:8]([C:12]1C=CC=CC=1)=[C:7]2[C:18]1[CH:19]=[C:20](O)[CH:21]=[CH:22][CH:23]=1.[CH:38]1[CH:43]=[CH:42][C:41](P([C:38]2[CH:43]=[CH:42][CH:41]=[CH:40][CH:39]=2)[C:38]2[CH:43]=[CH:42][CH:41]=[CH:40][CH:39]=2)=[CH:40][CH:39]=1.[CH3:44][N:45]1[C:53]2[C:48](=[CH:49][CH:50]=[CH:51][C:52]=2[CH2:54][OH:55])[CH:47]=[CH:46]1.CC(OC(/N=N/C(OC(C)C)=O)=O)C, predict the reaction product. The product is: [CH2:7]([C:8]1[N:9]=[N:10][C:11]2[C:6]([C:12]=1[C:38]1[CH:39]=[CH:40][CH:41]=[C:42]([O:55][CH2:54][C:52]3[CH:51]=[CH:50][CH:49]=[C:48]4[C:53]=3[N:45]([CH3:44])[CH:46]=[CH:47]4)[CH:43]=1)=[CH:5][CH:4]=[CH:3][C:2]=2[Cl:1])[C:18]1[CH:23]=[CH:22][CH:21]=[CH:20][CH:19]=1. (2) Given the reactants [CH2:1]([O:8][C:9]([N:11]1[CH2:15][C@H:14]([O:16][C:17]([CH3:20])([CH3:19])[CH3:18])[CH2:13][C@H:12]1[C:21](=[O:26])[NH:22][CH2:23][CH:24]=O)=[O:10])[C:2]1[CH:7]=[CH:6][CH:5]=[CH:4][CH:3]=1.ClC(Cl)(Cl)C(Cl)(Cl)Cl.C1(P(C2C=CC=CC=2)C2C=CC=CC=2)C=CC=CC=1.C(N(CC)CC)C, predict the reaction product. The product is: [CH2:1]([O:8][C:9]([N:11]1[CH2:15][C@H:14]([O:16][C:17]([CH3:19])([CH3:18])[CH3:20])[CH2:13][C@H:12]1[C:21]1[O:26][CH:24]=[CH:23][N:22]=1)=[O:10])[C:2]1[CH:3]=[CH:4][CH:5]=[CH:6][CH:7]=1. (3) The product is: [F:31][C:32]([F:42])([F:41])[C:33]1[CH:34]=[C:35]([CH2:36][N:10]([C:49]([NH:62][CH:61]([C:60]([OH:59])=[O:72])[CH2:23][C:22]2[CH:21]=[CH:20][C:19]([Cl:57])=[CH:28][CH:27]=2)=[O:50])[NH:9][C:7]([C:4]2[CH:5]=[CH:6][C:1]([C:11]3[CH:12]=[CH:13][CH:14]=[CH:15][CH:16]=3)=[CH:2][CH:3]=2)=[O:8])[CH:38]=[CH:39][CH:40]=1. Given the reactants [C:1]1([C:11]2[CH:16]=[CH:15][CH:14]=[CH:13][CH:12]=2)[CH:6]=[CH:5][C:4]([C:7]([NH:9][NH2:10])=[O:8])=[CH:3][CH:2]=1.FC(F)(F)[C:19]1[CH:28]=[CH:27][C:22]([C:23](NN)=O)=[CH:21][CH:20]=1.[F:31][C:32]([F:42])([F:41])[C:33]1[CH:34]=[C:35]([CH:38]=[CH:39][CH:40]=1)[CH:36]=O.C1(C2C=CC=CC=2)C=CC([CH:49]=[O:50])=CC=1.[ClH:57].C[O:59][C:60](=[O:72])[C@H:61](CSCC1C=CC=CC=1)[NH2:62], predict the reaction product. (4) Given the reactants [C:1]([CH2:3][C:4]1([N:20]2[CH:24]=[C:23](B3OC(C)(C)C(C)(C)O3)[CH:22]=[N:21]2)[CH2:7][N:6]([C:8]2[N:9]=[CH:10][C:11]([C:14]([NH:16][CH:17]([CH3:19])[CH3:18])=[O:15])=[N:12][CH:13]=2)[CH2:5]1)#[N:2].Br[C:35]1[C:36]([CH3:41])=[N:37][NH:38][C:39]=1[CH3:40].C(=O)([O-])[O-].[Cs+].[Cs+].O, predict the reaction product. The product is: [C:1]([CH2:3][C:4]1([N:20]2[CH:24]=[C:23]([C:35]3[C:36]([CH3:41])=[N:37][NH:38][C:39]=3[CH3:40])[CH:22]=[N:21]2)[CH2:7][N:6]([C:8]2[N:9]=[CH:10][C:11]([C:14]([NH:16][CH:17]([CH3:18])[CH3:19])=[O:15])=[N:12][CH:13]=2)[CH2:5]1)#[N:2]. (5) Given the reactants I[C:2]1[CH:18]=[CH:17][C:5]2[O:6][CH2:7][CH2:8][C:9]3[N:10]([N:11]=[C:12]([C:14]([NH2:16])=[O:15])[CH:13]=3)[C:4]=2[CH:3]=1.N1CCCCC1.[CH3:25][C:26]1[O:30][N:29]=[C:28]([C@:31]([OH:35])([C:33]#[CH:34])[CH3:32])[CH:27]=1, predict the reaction product. The product is: [OH:35][C@:31]([C:28]1[CH:27]=[C:26]([CH3:25])[O:30][N:29]=1)([CH3:32])[C:33]#[C:34][C:2]1[CH:18]=[CH:17][C:5]2[O:6][CH2:7][CH2:8][C:9]3[N:10]([N:11]=[C:12]([C:14]([NH2:16])=[O:15])[CH:13]=3)[C:4]=2[CH:3]=1. (6) The product is: [Cl:1][C:2]1[CH:3]=[C:4]([C:8](=[O:10])[CH:9]=[CH:16][C:15]2[CH:18]=[CH:19][C:12]([Cl:11])=[CH:13][CH:14]=2)[CH:5]=[CH:6][CH:7]=1. Given the reactants [Cl:1][C:2]1[CH:3]=[C:4]([C:8](=[O:10])[CH3:9])[CH:5]=[CH:6][CH:7]=1.[Cl:11][C:12]1[CH:19]=[CH:18][C:15]([CH:16]=O)=[CH:14][CH:13]=1.[OH-].[K+], predict the reaction product. (7) Given the reactants [C:1]([CH2:3][C:4]([OH:6])=[O:5])#[N:2].O[N:8]1[C:12](=[O:13])[CH2:11][CH2:10][C:9]1=[O:14].N=C=N, predict the reaction product. The product is: [C:1]([CH2:3][C:4]([O:6][N:8]1[C:12](=[O:13])[CH2:11][CH2:10][C:9]1=[O:14])=[O:5])#[N:2].